This data is from Full USPTO retrosynthesis dataset with 1.9M reactions from patents (1976-2016). The task is: Predict the reactants needed to synthesize the given product. (1) Given the product [NH2:41][C:38]1[N:39]=[CH:40][C:35]([C:2]2[N:11]=[C:10]([NH:12][CH2:13][CH:14]([CH:21]3[CH2:26][CH2:25][CH2:24][CH2:23][CH2:22]3)[C:15]3[CH:20]=[CH:19][CH:18]=[CH:17][CH:16]=3)[C:9]3[C:4](=[CH:5][CH:6]=[CH:7][CH:8]=3)[N:3]=2)=[CH:36][N:37]=1, predict the reactants needed to synthesize it. The reactants are: Cl[C:2]1[N:11]=[C:10]([NH:12][CH2:13][CH:14]([CH:21]2[CH2:26][CH2:25][CH2:24][CH2:23][CH2:22]2)[C:15]2[CH:20]=[CH:19][CH:18]=[CH:17][CH:16]=2)[C:9]2[C:4](=[CH:5][CH:6]=[CH:7][CH:8]=2)[N:3]=1.CC1(C)C(C)(C)OB([C:35]2[CH:36]=[N:37][C:38]([NH2:41])=[N:39][CH:40]=2)O1.C(NC1C2C(=CC=CC=2)N=C(C2SC3C=CC=CC=3C=2)N=1)(C1C=CC=CC=1)C1C=CC=CC=1. (2) Given the product [NH2:19][CH2:18][C@H:17]([N:12]1[CH:13]=[CH:14][C:10]([C:8]2[CH:7]=[C:6]([F:15])[C:3]([C:4]#[N:5])=[C:2]([Cl:1])[CH:9]=2)=[N:11]1)[CH3:27], predict the reactants needed to synthesize it. The reactants are: [Cl:1][C:2]1[CH:9]=[C:8]([C:10]2[CH:14]=[CH:13][NH:12][N:11]=2)[CH:7]=[C:6]([F:15])[C:3]=1[C:4]#[N:5].O[C@@H:17]([CH3:27])[CH2:18][NH:19]C(=O)OC(C)(C)C. (3) Given the product [CH3:1][O:2][C:3]([C:5]1([C:9]2[CH:14]=[CH:13][CH:12]=[CH:11][C:10]=2[CH2:15][CH2:16][C:17]2[C:22]([C:23]([F:24])([F:26])[F:25])=[CH:21][N:20]=[C:19]([NH:27][C:28]3[CH:33]=[CH:32][C:31]([CH:34]4[CH2:39][CH2:38][N:37]([C:40]([O:42][C:43]([CH3:45])([CH3:46])[CH3:44])=[O:41])[CH2:36][CH2:35]4)=[CH:30][CH:29]=3)[N:18]=2)[CH2:6][CH2:7][CH2:8]1)=[O:4], predict the reactants needed to synthesize it. The reactants are: [CH3:1][O:2][C:3]([C:5]1([C:9]2[CH:14]=[CH:13][CH:12]=[CH:11][C:10]=2[C:15]#[C:16][C:17]2[C:22]([C:23]([F:26])([F:25])[F:24])=[CH:21][N:20]=[C:19]([NH:27][C:28]3[CH:33]=[CH:32][C:31]([CH:34]4[CH2:39][CH2:38][N:37]([C:40]([O:42][C:43]([CH3:46])([CH3:45])[CH3:44])=[O:41])[CH2:36][CH2:35]4)=[CH:30][CH:29]=3)[N:18]=2)[CH2:8][CH2:7][CH2:6]1)=[O:4]. (4) The reactants are: C([O:3][C:4]([C:6]1[NH:7][C:8]2[C:13]([C:14]=1[CH2:15][C:16]([O:18]CC)=[O:17])=[CH:12][C:11]([F:21])=[CH:10][CH:9]=2)=[O:5])C.Br[CH2:23][C:24]1[C:33]2[C:28](=[CH:29][CH:30]=[CH:31][CH:32]=2)[CH:27]=[CH:26][CH:25]=1. Given the product [C:16]([CH2:15][C:14]1[C:13]2[C:8](=[CH:9][CH:10]=[C:11]([F:21])[CH:12]=2)[N:7]([CH2:23][C:24]2[C:33]3[C:28](=[CH:29][CH:30]=[CH:31][CH:32]=3)[CH:27]=[CH:26][CH:25]=2)[C:6]=1[C:4]([OH:3])=[O:5])([OH:18])=[O:17], predict the reactants needed to synthesize it. (5) Given the product [Br:20][C:14]1[CH:13]=[CH:12][C:11]([N:10]2[CH:3]=[CH:7][CH:6]=[CH:5]2)=[CH:19][C:15]=1[C:16]([OH:18])=[O:17], predict the reactants needed to synthesize it. The reactants are: CO[C:3]1(OC)[CH2:7][CH2:6][CH2:5]O1.[NH2:10][C:11]1[CH:12]=[CH:13][C:14]([Br:20])=[C:15]([CH:19]=1)[C:16]([OH:18])=[O:17]. (6) Given the product [SH:19][C:2]1[CH:3]=[N:4][C:5]2[C:10]([CH:11]=1)=[CH:9][CH:8]=[CH:7][CH:6]=2, predict the reactants needed to synthesize it. The reactants are: N[C:2]1[CH:3]=[N:4][C:5]2[C:10]([CH:11]=1)=[CH:9][CH:8]=[CH:7][CH:6]=2.Cl.N([O-])=O.[Na+].O(CC)C([S-])=[S:19].[K+]. (7) The reactants are: [OH:1][CH2:2][CH2:3][CH2:4][C:5]1[CH:10]=[CH:9][C:8]([C@@H:11]2[CH2:20][CH2:19][C@@:13]3([NH:17][C:16](=[O:18])[O:15][CH2:14]3)[CH2:12]2)=[CH:7][CH:6]=1.C1(P(C2C=CC=CC=2)C2C=CC=CC=2)C=CC=CC=1.[CH3:40][O:41][C:42]1[CH:43]=[C:44](O)[CH:45]=[CH:46][CH:47]=1.CC(OC(/N=N/C(OC(C)(C)C)=O)=O)(C)C. Given the product [CH3:40][O:41][C:42]1[CH:47]=[C:46]([CH:45]=[CH:44][CH:43]=1)[O:1][CH2:2][CH2:3][CH2:4][C:5]1[CH:6]=[CH:7][C:8]([C@@H:11]2[CH2:20][CH2:19][C@@:13]3([NH:17][C:16](=[O:18])[O:15][CH2:14]3)[CH2:12]2)=[CH:9][CH:10]=1, predict the reactants needed to synthesize it. (8) The reactants are: [OH:1][CH2:2][CH:3]1[CH2:9][CH2:8][CH2:7][N:6]([C:10]([O:12][CH2:13][C:14]2[CH:19]=[CH:18][CH:17]=[CH:16][CH:15]=2)=[O:11])[CH2:5][CH2:4]1.C(N(CC)CC)C.[S:27](Cl)([C:30]1[CH:36]=[CH:35][C:33]([CH3:34])=[CH:32][CH:31]=1)(=[O:29])=[O:28].C(OCC)(=O)C.CCCCCC. Given the product [S:27]([O:1][CH2:2][CH:3]1[CH2:9][CH2:8][CH2:7][N:6]([C:10]([O:12][CH2:13][C:14]2[CH:15]=[CH:16][CH:17]=[CH:18][CH:19]=2)=[O:11])[CH2:5][CH2:4]1)([C:30]1[CH:36]=[CH:35][C:33]([CH3:34])=[CH:32][CH:31]=1)(=[O:29])=[O:28], predict the reactants needed to synthesize it.